This data is from Catalyst prediction with 721,799 reactions and 888 catalyst types from USPTO. The task is: Predict which catalyst facilitates the given reaction. (1) Reactant: Cl[C:2]1[N:7]=[CH:6][N:5]=[C:4]([NH2:8])[C:3]=1[O:9][CH2:10][CH3:11].FC(F)(F)C(O)=O.[N:19]1([CH2:23][CH2:24][N:25]2[CH:29]=[C:28]([C:30]3[CH:35]=[CH:34][C:33]([F:36])=[C:32]([C:37]([F:40])([F:39])[F:38])[CH:31]=3)[N:27]=[C:26]2[CH:41]2[CH2:46][CH2:45][NH:44][CH2:43][CH2:42]2)[CH2:22][CH2:21][CH2:20]1.C([O-])([O-])=O.[Cs+].[Cs+]. Product: [N:19]1([CH2:23][CH2:24][N:25]2[CH:29]=[C:28]([C:30]3[CH:35]=[CH:34][C:33]([F:36])=[C:32]([C:37]([F:40])([F:38])[F:39])[CH:31]=3)[N:27]=[C:26]2[CH:41]2[CH2:42][CH2:43][N:44]([C:2]3[N:7]=[CH:6][N:5]=[C:4]([NH2:8])[C:3]=3[O:9][CH2:10][CH3:11])[CH2:45][CH2:46]2)[CH2:20][CH2:21][CH2:22]1. The catalyst class is: 16. (2) Reactant: Br[CH2:2][C:3]([C:5]1[N:6]=[C:7]([C:11]2[CH:16]=[CH:15][C:14]([Cl:17])=[CH:13][CH:12]=2)[O:8][C:9]=1[CH3:10])=[O:4].C(N(CC)CC)C.[NH:25]1[CH2:30][CH2:29][CH2:28][CH2:27][CH2:26]1. Product: [Cl:17][C:14]1[CH:15]=[CH:16][C:11]([C:7]2[O:8][C:9]([CH3:10])=[C:5]([C:3](=[O:4])[CH2:2][N:25]3[CH2:30][CH2:29][CH2:28][CH2:27][CH2:26]3)[N:6]=2)=[CH:12][CH:13]=1. The catalyst class is: 2. (3) Reactant: [CH3:1][O:2][C:3]1[CH:12]=[C:11]([O:13][CH3:14])[CH:10]=[C:9]2[C:4]=1[C:5](O)=[CH:6][CH:7]=[N:8]2.O=P(Cl)(Cl)[Cl:18]. Product: [Cl:18][C:5]1[C:4]2[C:9](=[CH:10][C:11]([O:13][CH3:14])=[CH:12][C:3]=2[O:2][CH3:1])[N:8]=[CH:7][CH:6]=1. The catalyst class is: 11. (4) Reactant: Cl.[Br:2][C:3]1[CH:4]=[C:5]([NH:9][NH2:10])[CH:6]=[CH:7][CH:8]=1.[CH2:11]([O:13][C:14](=[O:22])[CH:15]([C:19](=O)[CH3:20])[C:16](=O)[CH3:17])[CH3:12].N1C=CC=CC=1. Product: [CH2:11]([O:13][C:14]([C:15]1[C:16]([CH3:17])=[N:10][N:9]([C:5]2[CH:6]=[CH:7][CH:8]=[C:3]([Br:2])[CH:4]=2)[C:19]=1[CH3:20])=[O:22])[CH3:12]. The catalyst class is: 8. (5) Reactant: Br[C:2]1[CH2:6][CH:5]([CH2:7][CH2:8][CH2:9][CH2:10][N:11]2[C:16]3=[N:17][C:18]([C:28]4[CH:33]=[CH:32][C:31]([CH3:34])=[CH:30][CH:29]=4)=[C:19]([C:21]4[CH:26]=[CH:25][C:24]([CH3:27])=[CH:23][CH:22]=4)[N:20]=[C:15]3[CH2:14][CH2:13][CH2:12]2)[O:4][N:3]=1.[CH3:35][O-:36].[Na+]. Product: [C:24]1([CH3:27])[CH:25]=[CH:26][C:21]([C:19]2[N:20]=[C:15]3[CH2:14][CH2:13][CH2:12][N:11]([CH2:10][CH2:9][CH2:8][CH2:7][CH:5]4[O:4][N:3]=[C:2]([O:36][CH3:35])[CH2:6]4)[C:16]3=[N:17][C:18]=2[C:28]2[CH:33]=[CH:32][C:31]([CH3:34])=[CH:30][CH:29]=2)=[CH:22][CH:23]=1. The catalyst class is: 5. (6) Reactant: [C:1]([C:4]1[CH:5]=[C:6]([CH:17]=[CH:18][CH:19]=1)[O:7][C:8]1[CH:13]=[CH:12][C:11]([N+:14]([O-:16])=[O:15])=[CH:10][CH:9]=1)(O)=[O:2].[CH3:20][N:21]1CCOCC1.CN. Product: [CH3:20][NH:21][C:1]([C:4]1[CH:5]=[C:6]([CH:17]=[CH:18][CH:19]=1)[O:7][C:8]1[CH:13]=[CH:12][C:11]([N+:14]([O-:16])=[O:15])=[CH:10][CH:9]=1)=[O:2]. The catalyst class is: 2. (7) Reactant: [C:1]([O:5][C:6](=[O:18])[CH2:7][O:8][C:9]1[CH:14]=[CH:13][C:12]([NH2:15])=[CH:11][C:10]=1[C:16]#[N:17])([CH3:4])([CH3:3])[CH3:2].C(=O)([O-])O.[Na+].Cl[C:25]([O:27][CH2:28][C:29]1[CH:34]=[CH:33][CH:32]=[CH:31][CH:30]=1)=[O:26]. Product: [C:1]([O:5][C:6](=[O:18])[CH2:7][O:8][C:9]1[CH:14]=[CH:13][C:12]([NH:15][C:25]([O:27][CH2:28][C:29]2[CH:34]=[CH:33][CH:32]=[CH:31][CH:30]=2)=[O:26])=[CH:11][C:10]=1[C:16]#[N:17])([CH3:4])([CH3:2])[CH3:3]. The catalyst class is: 7. (8) Reactant: [C:1]1([CH2:7][C:8]([O:10][CH2:11][CH3:12])=[S:9])[CH:6]=[CH:5][CH:4]=[CH:3][CH:2]=1.[O-:13][CH2:14][CH3:15].[Na+]. The catalyst class is: 40. Product: [CH3:8][O:10][CH2:11][O:13][C:14]1[CH:3]=[CH:2][C:1]([CH:7]=[C:7]([C:1]2[CH:6]=[CH:5][CH:4]=[CH:3][CH:2]=2)[C:8]([O:10][CH2:11][CH3:12])=[S:9])=[CH:6][CH:15]=1. (9) Reactant: Br[C:2]1[CH:3]=[CH:4][C:5]([N:10]2[CH:14]=[C:13]([CH3:15])[N:12]=[CH:11]2)=[C:6]([CH:9]=1)[C:7]#[N:8].C([O:18][C:19](=[O:22])[CH:20]=[CH2:21])C.C1(C)C=CC=CC=1P(C1C=CC=CC=1C)C1C=CC=CC=1C. Product: [C:7]([C:6]1[CH:9]=[C:2](/[CH:21]=[CH:20]/[C:19]([OH:22])=[O:18])[CH:3]=[CH:4][C:5]=1[N:10]1[CH:14]=[C:13]([CH3:15])[N:12]=[CH:11]1)#[N:8]. The catalyst class is: 826. (10) Reactant: [F:1][C:2]([F:12])([F:11])[C:3]1[CH:4]=[C:5]([CH:7]=[CH:8][C:9]=1[Cl:10])[NH2:6].[CH:13]([O:20][CH2:21][CH3:22])(OCC)OCC.[N+:23]([CH2:26][C:27]([O:29][CH2:30][CH3:31])=[O:28])([O-])=O.[C:32]([OH:35])(=O)[CH3:33]. Product: [Cl:10][C:9]1[CH:8]=[CH:7][C:5]([N:6]2[CH:32]=[C:22]([CH2:21][OH:20])[N:23]=[CH:26]2)=[CH:4][C:3]=1[C:2]([F:1])([F:11])[F:12].[CH3:31][CH2:30][O:29][C:27]([CH3:26])=[O:28].[O:35]([CH:8]([CH3:7])[CH3:9])[CH:32]([CH3:33])[CH3:13]. The catalyst class is: 292.